This data is from Forward reaction prediction with 1.9M reactions from USPTO patents (1976-2016). The task is: Predict the product of the given reaction. (1) The product is: [CH3:1][O:2][C:3]([C:5]1[C@@H:10]([C:11]2[CH:12]=[CH:13][C:14]([C:17]#[N:18])=[CH:15][CH:16]=2)[N:9]2[C:19](=[O:26])[N:20]([CH2:22][C:23](=[O:25])[N:61]([CH2:60][CH2:59][CH2:58][CH2:46][CH2:44][N:41]([CH3:38])[CH3:42])[CH3:56])[N:21]=[C:8]2[N:7]([C:27]2[CH:32]=[CH:31][CH:30]=[C:29]([C:33]([F:34])([F:35])[F:36])[CH:28]=2)[C:6]=1[CH3:37])=[O:4]. Given the reactants [CH3:1][O:2][C:3]([C:5]1[C@@H:10]([C:11]2[CH:16]=[CH:15][C:14]([C:17]#[N:18])=[CH:13][CH:12]=2)[N:9]2[C:19](=[O:26])[N:20]([CH2:22][C:23]([OH:25])=O)[N:21]=[C:8]2[N:7]([C:27]2[CH:32]=[CH:31][CH:30]=[C:29]([C:33]([F:36])([F:35])[F:34])[CH:28]=2)[C:6]=1[CH3:37])=[O:4].[CH:38]([N:41]([CH:44]([CH3:46])C)[CH2:42]C)(C)C.CN(C(ON1N=NC2[CH:58]=[CH:59][CH:60]=[N:61][C:56]1=2)=[N+](C)C)C.F[P-](F)(F)(F)(F)F, predict the reaction product. (2) Given the reactants Cl.[NH2:2][CH2:3][C:4]1[CH:9]=[CH:8][C:7]([NH:10][S:11]([CH3:14])(=[O:13])=[O:12])=[C:6]([F:15])[CH:5]=1.[OH:16][CH2:17][C:18]1[C:23]([O:24][CH2:25][C:26](O)=[O:27])=[CH:22][CH:21]=[C:20]([CH3:29])[N:19]=1, predict the reaction product. The product is: [F:15][C:6]1[CH:5]=[C:4]([CH:9]=[CH:8][C:7]=1[NH:10][S:11]([CH3:14])(=[O:13])=[O:12])[CH2:3][NH:2][C:26](=[O:27])[CH2:25][O:24][C:23]1[C:18]([CH2:17][OH:16])=[N:19][C:20]([CH3:29])=[CH:21][CH:22]=1. (3) Given the reactants [Cl:1][C:2]1[N:7]=[CH:6][C:5]([NH2:8])=[CH:4][C:3]=1[O:9][CH3:10].F[C:12]1[C:17]([C:18]2[N:23]=[C:22]([CH3:24])[N:21]=[C:20]([N:25](CC3C=CC(OC)=CC=3)CC3C=CC(OC)=CC=3)[N:19]=2)=[CH:16][C:15]([CH2:44][N:45]2[CH2:50][CH2:49][N:48]([S:51]([CH3:54])(=[O:53])=[O:52])[CH2:47][C@@H:46]2[CH3:55])=[CH:14][N:13]=1, predict the reaction product. The product is: [Cl:1][C:2]1[N:7]=[CH:6][C:5]([NH:8][C:12]2[C:17]([C:18]3[N:23]=[C:22]([CH3:24])[N:21]=[C:20]([NH2:25])[N:19]=3)=[CH:16][C:15]([CH2:44][N:45]3[CH2:50][CH2:49][N:48]([S:51]([CH3:54])(=[O:52])=[O:53])[CH2:47][C@@H:46]3[CH3:55])=[CH:14][N:13]=2)=[CH:4][C:3]=1[O:9][CH3:10]. (4) Given the reactants [C:1]([O:5][C:6]([N:8]1[CH2:15][CH:14]2[CH:10]([CH2:11][N:12](CC3C=CC=CC=3)[CH2:13]2)[CH2:9]1)=[O:7])([CH3:4])([CH3:3])[CH3:2].CO.[H][H], predict the reaction product. The product is: [C:1]([O:5][C:6]([N:8]1[CH2:9][CH:10]2[CH:14]([CH2:13][NH:12][CH2:11]2)[CH2:15]1)=[O:7])([CH3:4])([CH3:2])[CH3:3]. (5) Given the reactants [F:1][CH2:2][CH2:3][O:4][C:5]1[CH:10]=[CH:9][C:8]([C:11]2[CH:12]=[C:13]([CH:17]([NH:23][C:24]([C@@H:26]3[CH2:31][CH2:30][CH2:29][N:28]([C:32](=[O:48])[CH2:33][CH2:34][CH:35]4[CH2:40][CH2:39][N:38]([C:41]([O:43][C:44]([CH3:47])([CH3:46])[CH3:45])=[O:42])[CH2:37][CH2:36]4)[CH2:27]3)=[O:25])[CH2:18][C:19]([O:21]C)=[O:20])[CH:14]=[N:15][CH:16]=2)=[CH:7][CH:6]=1.O.O.O.O.O.O.O.O.[OH-].[Ba+2].[OH-], predict the reaction product. The product is: [C:44]([O:43][C:41]([N:38]1[CH2:39][CH2:40][CH:35]([CH2:34][CH2:33][C:32]([N:28]2[CH2:29][CH2:30][CH2:31][C@@H:26]([C:24]([NH:23][CH:17]([C:13]3[CH:14]=[N:15][CH:16]=[C:11]([C:8]4[CH:9]=[CH:10][C:5]([O:4][CH2:3][CH2:2][F:1])=[CH:6][CH:7]=4)[CH:12]=3)[CH2:18][C:19]([OH:21])=[O:20])=[O:25])[CH2:27]2)=[O:48])[CH2:36][CH2:37]1)=[O:42])([CH3:47])([CH3:46])[CH3:45].